This data is from Full USPTO retrosynthesis dataset with 1.9M reactions from patents (1976-2016). The task is: Predict the reactants needed to synthesize the given product. Given the product [C:1]([O:4][CH2:5][C@@H:6]1[C@@H:11]([O:12][CH2:13][C:14]2[CH:19]=[CH:18][CH:17]=[CH:16][CH:15]=2)[C@H:10]([CH:20]=[O:33])[C@H:9]([O:22][CH2:23][C:24]2[CH:25]=[CH:26][CH:27]=[CH:28][CH:29]=2)[C@@H:8]([O:30][CH3:31])[O:7]1)(=[O:3])[CH3:2], predict the reactants needed to synthesize it. The reactants are: [C:1]([O:4][CH2:5][C@@H:6]1[C@@H:11]([O:12][CH2:13][C:14]2[CH:19]=[CH:18][CH:17]=[CH:16][CH:15]=2)[C@H:10]([CH:20]=C)[C@H:9]([O:22][CH2:23][C:24]2[CH:29]=[CH:28][CH:27]=[CH:26][CH:25]=2)[C@@H:8]([O:30][CH3:31])[O:7]1)(=[O:3])[CH3:2].C[OH:33].C1(P(C2C=CC=CC=2)C2C=CC=CC=2)C=CC=CC=1.